From a dataset of NCI-60 drug combinations with 297,098 pairs across 59 cell lines. Regression. Given two drug SMILES strings and cell line genomic features, predict the synergy score measuring deviation from expected non-interaction effect. Drug 1: C1C(C(OC1N2C=C(C(=O)NC2=O)F)CO)O. Drug 2: C1=NC2=C(N1)C(=S)N=CN2. Cell line: TK-10. Synergy scores: CSS=38.9, Synergy_ZIP=-3.43, Synergy_Bliss=-0.0583, Synergy_Loewe=-2.93, Synergy_HSA=-0.215.